From a dataset of Forward reaction prediction with 1.9M reactions from USPTO patents (1976-2016). Predict the product of the given reaction. (1) Given the reactants Br[C:2]1[CH:7]=[CH:6][C:5]([C:8]([CH3:12])([CH3:11])[CH2:9][OH:10])=[CH:4][CH:3]=1.CC1(C)COB(B2OCC(C)(C)CO2)OC1.C([O-])(=O)C.[K+].Br[C:35]1[CH:36]=[C:37]2[C:41](=[CH:42][C:43]=1[Cl:44])[NH:40][N:39]=[C:38]2[C:45]([OH:47])=[O:46].C(=O)([O-])[O-].[K+].[K+].Cl, predict the reaction product. The product is: [Cl:44][C:43]1[CH:42]=[C:41]2[C:37]([C:38]([C:45]([OH:47])=[O:46])=[N:39][NH:40]2)=[CH:36][C:35]=1[C:2]1[CH:7]=[CH:6][C:5]([C:8]([CH3:12])([CH3:11])[CH2:9][OH:10])=[CH:4][CH:3]=1. (2) Given the reactants [CH3:1][C:2]1[N:25]([CH3:26])[C:5]2[CH:6]=[C:7]([C:20]([O:22]CC)=[O:21])[C:8]3[CH2:9][CH2:10][CH:11]([C:14]4[CH:19]=[CH:18][CH:17]=[CH:16][CH:15]=4)[NH:12][C:13]=3[C:4]=2[N:3]=1.Cl, predict the reaction product. The product is: [CH3:1][C:2]1[N:25]([CH3:26])[C:5]2[CH:6]=[C:7]([C:20]([OH:22])=[O:21])[C:8]3[CH2:9][CH2:10][CH:11]([C:14]4[CH:19]=[CH:18][CH:17]=[CH:16][CH:15]=4)[NH:12][C:13]=3[C:4]=2[N:3]=1. (3) Given the reactants [OH:1][CH2:2][CH:3]1[O:20][C:7]2([CH2:12][CH2:11][N:10]([C:13]([O:15][C:16]([CH3:19])([CH3:18])[CH3:17])=[O:14])[CH2:9][CH2:8]2)[CH2:6][N:5]([C:21]2[N:26]=[CH:25][CH:24]=[CH:23][N:22]=2)[CH2:4]1.C(N(CC)CC)C.[S:34](Cl)([C:37]1[CH:43]=[CH:42][C:40]([CH3:41])=[CH:39][CH:38]=1)(=[O:36])=[O:35], predict the reaction product. The product is: [N:26]1[CH:25]=[CH:24][CH:23]=[N:22][C:21]=1[N:5]1[CH2:6][C:7]2([CH2:12][CH2:11][N:10]([C:13]([O:15][C:16]([CH3:19])([CH3:18])[CH3:17])=[O:14])[CH2:9][CH2:8]2)[O:20][CH:3]([CH2:2][O:1][S:34]([C:37]2[CH:43]=[CH:42][C:40]([CH3:41])=[CH:39][CH:38]=2)(=[O:36])=[O:35])[CH2:4]1. (4) Given the reactants [CH2:1]([O:8][C:9]([N:11]1[CH2:16][CH2:15][CH:14]([C:17]([OH:19])=O)[CH2:13][CH2:12]1)=[O:10])[C:2]1[CH:7]=[CH:6][CH:5]=[CH:4][CH:3]=1.C(N1C=CN=C1)(N1C=CN=C1)=O.Cl.[CH3:33][O:34][NH:35][CH3:36].Cl, predict the reaction product. The product is: [CH2:1]([O:8][C:9]([N:11]1[CH2:12][CH2:13][CH:14]([C:17](=[O:19])[N:35]([O:34][CH3:33])[CH3:36])[CH2:15][CH2:16]1)=[O:10])[C:2]1[CH:3]=[CH:4][CH:5]=[CH:6][CH:7]=1. (5) Given the reactants [Br:1]Br.[N+:3]([C:6]1[CH:15]=[C:14]2[C:9]([CH:10]=[C:11](C(O)=O)[C:12](=[O:16])[NH:13]2)=[CH:8][CH:7]=1)([O-:5])=[O:4].Cl, predict the reaction product. The product is: [Br:1][C:11]1[C:12](=[O:16])[NH:13][C:14]2[C:9]([CH:10]=1)=[CH:8][CH:7]=[C:6]([N+:3]([O-:5])=[O:4])[CH:15]=2. (6) The product is: [CH3:2][C:3]1[CH:8]=[C:7]([C:9]([F:12])([F:11])[F:10])[CH:6]=[CH:5][C:4]=1[C:24]#[N:25]. Given the reactants Cl.[CH3:2][C:3]1[CH:8]=[C:7]([C:9]([F:12])([F:11])[F:10])[CH:6]=[CH:5][C:4]=1N.N([O-])=O.[Na+].C(=O)([O-])[O-].[K+].[K+].[C-:24]#[N:25].[K+], predict the reaction product. (7) Given the reactants Br/[CH:2]=[CH:3]/[C:4]1[O:5][C:6]([C:9]2[CH:14]=[CH:13][C:12]([Cl:15])=[C:11]([C:16]([F:19])([F:18])[F:17])[CH:10]=2)=[CH:7][CH:8]=1.C(=O)([O-])[O-].[K+].[K+].[N:26]1[CH:31]=[CH:30][CH:29]=[CH:28][C:27]=1[C:32]([NH2:34])=[O:33].CNCCNC, predict the reaction product. The product is: [Cl:15][C:12]1[CH:13]=[CH:14][C:9]([C:6]2[O:5][C:4](/[CH:3]=[CH:2]/[NH:34][C:32](=[O:33])[C:27]3[CH:28]=[CH:29][CH:30]=[CH:31][N:26]=3)=[CH:8][CH:7]=2)=[CH:10][C:11]=1[C:16]([F:19])([F:18])[F:17]. (8) Given the reactants Br[C:2]1[CH:9]=[CH:8][CH:7]=[CH:6][C:3]=1[CH:4]=[O:5].[Cl:10][C:11]1[CH:16]=[CH:15][C:14](B(O)O)=[CH:13][CH:12]=1.C(=O)([O-])[O-].[Na+].[Na+], predict the reaction product. The product is: [Cl:10][C:11]1[CH:16]=[CH:15][C:14]([C:2]2[C:3]([CH:4]=[O:5])=[CH:6][CH:7]=[CH:8][CH:9]=2)=[CH:13][CH:12]=1.